The task is: Regression/Classification. Given a drug SMILES string, predict its absorption, distribution, metabolism, or excretion properties. Task type varies by dataset: regression for continuous measurements (e.g., permeability, clearance, half-life) or binary classification for categorical outcomes (e.g., BBB penetration, CYP inhibition). Dataset: hlm.. This data is from Human liver microsome stability data. (1) The compound is Cc1cc(-c2cc(NS(C)(=O)=O)ccc2Oc2ccccc2)n2ccnc(O)c12. The result is 1 (stable in human liver microsomes). (2) The molecule is CN1C[C@H]2CCC[C@@]2(c2ccc(Cl)c(Cl)c2)C1. The result is 0 (unstable in human liver microsomes).